From a dataset of NCI-60 drug combinations with 297,098 pairs across 59 cell lines. Regression. Given two drug SMILES strings and cell line genomic features, predict the synergy score measuring deviation from expected non-interaction effect. (1) Drug 1: CS(=O)(=O)CCNCC1=CC=C(O1)C2=CC3=C(C=C2)N=CN=C3NC4=CC(=C(C=C4)OCC5=CC(=CC=C5)F)Cl. Synergy scores: CSS=46.6, Synergy_ZIP=5.13, Synergy_Bliss=5.53, Synergy_Loewe=-23.3, Synergy_HSA=3.00. Drug 2: CC1C(C(CC(O1)OC2CC(CC3=C2C(=C4C(=C3O)C(=O)C5=C(C4=O)C(=CC=C5)OC)O)(C(=O)CO)O)N)O.Cl. Cell line: HCT116. (2) Drug 1: CC1=C2C(C(=O)C3(C(CC4C(C3C(C(C2(C)C)(CC1OC(=O)C(C(C5=CC=CC=C5)NC(=O)OC(C)(C)C)O)O)OC(=O)C6=CC=CC=C6)(CO4)OC(=O)C)OC)C)OC. Drug 2: CC1C(C(CC(O1)OC2CC(CC3=C2C(=C4C(=C3O)C(=O)C5=CC=CC=C5C4=O)O)(C(=O)C)O)N)O. Cell line: SK-MEL-5. Synergy scores: CSS=63.9, Synergy_ZIP=-8.20, Synergy_Bliss=-8.66, Synergy_Loewe=-4.56, Synergy_HSA=-2.75. (3) Drug 1: C1=CC(=CC=C1C#N)C(C2=CC=C(C=C2)C#N)N3C=NC=N3. Drug 2: CC1=C(C=C(C=C1)C(=O)NC2=CC(=CC(=C2)C(F)(F)F)N3C=C(N=C3)C)NC4=NC=CC(=N4)C5=CN=CC=C5. Cell line: A549. Synergy scores: CSS=-4.49, Synergy_ZIP=2.99, Synergy_Bliss=3.40, Synergy_Loewe=-4.48, Synergy_HSA=-4.16.